Regression. Given two drug SMILES strings and cell line genomic features, predict the synergy score measuring deviation from expected non-interaction effect. From a dataset of NCI-60 drug combinations with 297,098 pairs across 59 cell lines. (1) Drug 2: CCC(=C(C1=CC=CC=C1)C2=CC=C(C=C2)OCCN(C)C)C3=CC=CC=C3.C(C(=O)O)C(CC(=O)O)(C(=O)O)O. Cell line: RXF 393. Drug 1: CC1=CC=C(C=C1)C2=CC(=NN2C3=CC=C(C=C3)S(=O)(=O)N)C(F)(F)F. Synergy scores: CSS=3.99, Synergy_ZIP=0.883, Synergy_Bliss=2.42, Synergy_Loewe=2.43, Synergy_HSA=2.51. (2) Drug 1: CC1=C(C(CCC1)(C)C)C=CC(=CC=CC(=CC(=O)O)C)C. Drug 2: C1CNP(=O)(OC1)N(CCCl)CCCl. Cell line: UO-31. Synergy scores: CSS=-6.49, Synergy_ZIP=4.24, Synergy_Bliss=0.520, Synergy_Loewe=-7.73, Synergy_HSA=-7.78. (3) Drug 1: C1=NC(=NC(=O)N1C2C(C(C(O2)CO)O)O)N. Drug 2: C(CN)CNCCSP(=O)(O)O. Cell line: LOX IMVI. Synergy scores: CSS=24.7, Synergy_ZIP=-1.66, Synergy_Bliss=-0.554, Synergy_Loewe=-49.9, Synergy_HSA=-4.32. (4) Drug 1: CC1OCC2C(O1)C(C(C(O2)OC3C4COC(=O)C4C(C5=CC6=C(C=C35)OCO6)C7=CC(=C(C(=C7)OC)O)OC)O)O. Drug 2: CC(C1=C(C=CC(=C1Cl)F)Cl)OC2=C(N=CC(=C2)C3=CN(N=C3)C4CCNCC4)N. Cell line: HCT116. Synergy scores: CSS=53.4, Synergy_ZIP=-7.75, Synergy_Bliss=-8.41, Synergy_Loewe=-8.04, Synergy_HSA=-6.40.